This data is from Forward reaction prediction with 1.9M reactions from USPTO patents (1976-2016). The task is: Predict the product of the given reaction. Given the reactants C(OC([NH:8][NH:9][C:10]([C:12]1[N:13]=[C:14]([S:17][CH2:18][C:19]([NH:21][CH2:22][C@@H:23]2[O:28][CH2:27][CH2:26][N:25]([CH2:29][C:30]3[CH:35]=[CH:34][C:33]([Cl:36])=[C:32]([Cl:37])[CH:31]=3)[CH2:24]2)=[O:20])[S:15][CH:16]=1)=[O:11])=O)(C)(C)C.FC(F)(F)C(O)=O, predict the reaction product. The product is: [Cl:37][C:32]1[CH:31]=[C:30]([CH:35]=[CH:34][C:33]=1[Cl:36])[CH2:29][N:25]1[CH2:26][CH2:27][O:28][C@@H:23]([CH2:22][NH:21][C:19](=[O:20])[CH2:18][S:17][C:14]2[S:15][CH:16]=[C:12]([C:10]([NH:9][NH2:8])=[O:11])[N:13]=2)[CH2:24]1.